From a dataset of Reaction yield outcomes from USPTO patents with 853,638 reactions. Predict the reaction yield, written as a fraction of the theoretical maximum amount of product (1.0 means a 100% yield; for example, 0.34 means a 34% yield). (1) The reactants are [C:1]1([C:7]2[NH:8][C:9]3[C:14]([C:15]=2[CH:16]=[O:17])=[CH:13][CH:12]=[CH:11][CH:10]=3)[CH:6]=[CH:5][CH:4]=[CH:3][CH:2]=1.[H-].[Na+].I[CH3:21].O. The catalyst is CN(C=O)C. The product is [CH3:21][N:8]1[C:9]2[C:14](=[CH:13][CH:12]=[CH:11][CH:10]=2)[C:15]([CH:16]=[O:17])=[C:7]1[C:1]1[CH:2]=[CH:3][CH:4]=[CH:5][CH:6]=1. The yield is 0.673. (2) The reactants are [Br:1][C:2]1[CH:3]=[CH:4][C:5]([O:15][CH2:16][C:17]2[CH:22]=[CH:21][C:20]([F:23])=[CH:19][C:18]=2[F:24])=[C:6]([C:8](=O)[CH2:9][CH2:10][C:11](=O)[CH3:12])[CH:7]=1.[CH3:25][O:26][C:27](=[O:41])[C:28]1[CH:33]=[C:32]([N:34]2[CH2:38][CH2:37][CH2:36][C:35]2=[O:39])[CH:31]=[C:30]([NH2:40])[CH:29]=1.C1(C)C=CC(S(O)(=O)=O)=CC=1. The catalyst is CN1CCCC1=O. The product is [CH3:25][O:26][C:27](=[O:41])[C:28]1[CH:33]=[C:32]([N:34]2[CH2:38][CH2:37][CH2:36][C:35]2=[O:39])[CH:31]=[C:30]([N:40]2[C:11]([CH3:12])=[CH:10][CH:9]=[C:8]2[C:6]2[CH:7]=[C:2]([Br:1])[CH:3]=[CH:4][C:5]=2[O:15][CH2:16][C:17]2[CH:22]=[CH:21][C:20]([F:23])=[CH:19][C:18]=2[F:24])[CH:29]=1. The yield is 0.200. (3) The reactants are C(OC([N:8]1[CH2:13][CH2:12][N:11]([CH2:14][C:15]([NH:17][C:18]2[S:19][C:20]([C:28]([CH:30]3[CH2:35][CH2:34][O:33][CH2:32][CH2:31]3)=[O:29])=[C:21]([C:23]3[O:24][CH:25]=[CH:26][CH:27]=3)[N:22]=2)=[O:16])[CH2:10][CH2:9]1)=O)(C)(C)C.FC(F)(F)C(O)=O. The catalyst is ClCCl. The product is [O:24]1[CH:25]=[CH:26][CH:27]=[C:23]1[C:21]1[N:22]=[C:18]([NH:17][C:15](=[O:16])[CH2:14][N:11]2[CH2:12][CH2:13][NH:8][CH2:9][CH2:10]2)[S:19][C:20]=1[C:28]([CH:30]1[CH2:35][CH2:34][O:33][CH2:32][CH2:31]1)=[O:29]. The yield is 0.0770. (4) The reactants are [C:1]([O:5][C:6]([NH:8][C@H:9]([C:20]([OH:22])=[O:21])[CH2:10][CH2:11][O:12][Si:13]([C:16]([CH3:19])([CH3:18])[CH3:17])([CH3:15])[CH3:14])=[O:7])([CH3:4])([CH3:3])[CH3:2].[CH:23]1([CH3:33])[CH2:28][CH2:27][CH:26]([CH:29]([CH3:31])[CH3:30])[CH:25](O)[CH2:24]1.C(Cl)CCl. The catalyst is C(Cl)Cl.CN(C1C=CN=CC=1)C. The product is [C:1]([O:5][C:6]([NH:8][C@H:9]([C:20]([O:22][C@@H:25]1[CH2:24][C@H:23]([CH3:33])[CH2:28][CH2:27][C@H:26]1[CH:29]([CH3:31])[CH3:30])=[O:21])[CH2:10][CH2:11][O:12][Si:13]([C:16]([CH3:19])([CH3:18])[CH3:17])([CH3:15])[CH3:14])=[O:7])([CH3:4])([CH3:2])[CH3:3]. The yield is 0.550. (5) The catalyst is O1CCCC1.O. The product is [O:6]1[CH2:4][C@@H:5]1[C:7]1[N:8]=[C:9]([C:12]([F:15])([F:14])[F:13])[S:10][CH:11]=1. The yield is 0.740. The reactants are [OH-].[Na+].Br[CH2:4][C@H:5]([C:7]1[N:8]=[C:9]([C:12]([F:15])([F:14])[F:13])[S:10][CH:11]=1)[OH:6]. (6) The reactants are [N:1]1[CH:6]=[CH:5][CH:4]=[C:3]([C:7]([NH:9][C:10](=[O:14])OCC)=S)[CH:2]=1.[CH3:15][NH:16][NH2:17]. The catalyst is C1COCC1. The product is [CH3:15][N:16]1[C:10]([OH:14])=[N:9][C:7]([C:3]2[CH:2]=[N:1][CH:6]=[CH:5][CH:4]=2)=[N:17]1. The yield is 0.690. (7) The reactants are [C@H:1]12[CH2:7][C@H:4]([NH:5][CH2:6]1)[CH2:3][N:2]2[CH2:8][CH2:9][NH:10][C@:11]12[CH2:46][CH2:45][C@@H:44]([C:47]([CH3:49])=[CH2:48])[C@@H:12]1[C@@H:13]1[C@@:26]([CH3:29])([CH2:27][CH2:28]2)[C@@:25]2([CH3:30])[C@@H:16]([C@:17]3([CH3:43])[C@@H:22]([CH2:23][CH2:24]2)[C:21]([CH3:32])([CH3:31])[C:20]([C:33]2[CH:42]=[CH:41][C:36]([C:37]([O:39][CH3:40])=[O:38])=[CH:35][CH:34]=2)=[CH:19][CH2:18]3)[CH2:15][CH2:14]1.C(N(CC)CC)C.[CH3:57][S:58](Cl)(=[O:60])=[O:59]. The catalyst is C(Cl)Cl. The product is [CH3:29][C@:26]12[C@@:25]3([CH3:30])[C@@H:16]([C@:17]4([CH3:43])[C@@H:22]([CH2:23][CH2:24]3)[C:21]([CH3:31])([CH3:32])[C:20]([C:33]3[CH:42]=[CH:41][C:36]([C:37]([O:39][CH3:40])=[O:38])=[CH:35][CH:34]=3)=[CH:19][CH2:18]4)[CH2:15][CH2:14][C@@H:13]1[C@H:12]1[C@H:44]([C:47]([CH3:49])=[CH2:48])[CH2:45][CH2:46][C@:11]1([NH:10][CH2:9][CH2:8][N:2]1[CH2:3][C@@H:4]3[CH2:7][C@H:1]1[CH2:6][N:5]3[S:58]([CH3:57])(=[O:60])=[O:59])[CH2:28][CH2:27]2. The yield is 0.780. (8) The yield is 0.970. The product is [CH2:38]([O:37][P:36]([CH2:41][CH2:42][NH:43][CH2:26][C:23]([CH3:24])=[CH:22][CH2:21][C:4]1[C:5]([O:14][CH2:15][CH2:16][Si:17]([CH3:20])([CH3:18])[CH3:19])=[C:6]2[C:10](=[C:11]([CH3:12])[C:3]=1[CH2:1][CH3:2])[CH2:9][O:8][C:7]2=[O:13])(=[O:40])[O:35][CH2:33][CH3:34])[CH3:39]. The reactants are [CH2:1]([C:3]1[C:11]([CH3:12])=[C:10]2[C:6]([C:7](=[O:13])[O:8][CH2:9]2)=[C:5]([O:14][CH2:15][CH2:16][Si:17]([CH3:20])([CH3:19])[CH3:18])[C:4]=1[CH2:21][CH:22]=[C:23]([CH3:26])[CH:24]=O)[CH3:2].C(O)(=O)C(O)=O.[CH2:33]([O:35][P:36]([CH2:41][CH2:42][NH2:43])(=[O:40])[O:37][CH2:38][CH3:39])[CH3:34].C(O)(=O)C.C(O[BH-](OC(=O)C)OC(=O)C)(=O)C.[Na+]. The catalyst is CN(C=O)C. (9) The reactants are [CH2:1]([C:3]1[CH:27]=[CH:26][C:6]([O:7][C:8]2[C:17]([CH3:18])=[C:16]3[C:11]([CH:12]=[C:13]([C:23]([OH:25])=[O:24])[CH:14]([C:19]([F:22])([F:21])[F:20])[O:15]3)=[CH:10][CH:9]=2)=[CH:5][CH:4]=1)[CH3:2].[OH-].[Na+:29]. The catalyst is C(O)C. The product is [CH2:1]([C:3]1[CH:4]=[CH:5][C:6]([O:7][C:8]2[C:17]([CH3:18])=[C:16]3[C:11]([CH:12]=[C:13]([C:23]([O-:25])=[O:24])[CH:14]([C:19]([F:20])([F:22])[F:21])[O:15]3)=[CH:10][CH:9]=2)=[CH:26][CH:27]=1)[CH3:2].[Na+:29]. The yield is 1.00. (10) The reactants are [Si](O[CH2:9][CH2:10][C:11]([C:14]1[NH:15][C:16]2[C:21]([CH:22]=1)=[CH:20][C:19]([N+:23]([O-:25])=[O:24])=[C:18]([F:26])[CH:17]=2)([CH3:13])[CH3:12])(C(C)(C)C)(C)C.CC1C=CC(S(OC[C@@H]2COC(C)(C)O2)(=O)=O)=CC=1.C([O-])([O-])=O.[Cs+].[Cs+]. The catalyst is CN(C=O)C. The product is [F:26][C:18]1[C:19]([N+:23]([O-:25])=[O:24])=[CH:20][C:21]2[CH:22]=[C:14]3[C:11]([CH3:13])([CH3:12])[CH2:10][CH2:9][N:15]3[C:16]=2[CH:17]=1. The yield is 0.480.